Dataset: Forward reaction prediction with 1.9M reactions from USPTO patents (1976-2016). Task: Predict the product of the given reaction. The product is: [CH2:21]([C:2]1[C:11]([C:12]([O:14][CH2:15][CH3:16])=[O:13])=[C:10]([OH:17])[C:9]2[C:8](=[O:18])[CH2:7][C:6]([CH3:20])([CH3:19])[CH2:5][C:4]=2[N:3]=1)[CH3:22]. Given the reactants Cl[C:2]1[C:11]([C:12]([O:14][CH2:15][CH3:16])=[O:13])=[C:10]([OH:17])[C:9]2[C:8](=[O:18])[CH2:7][C:6]([CH3:20])([CH3:19])[CH2:5][C:4]=2[N:3]=1.[CH2:21]([Zn]CC)[CH3:22], predict the reaction product.